From a dataset of Full USPTO retrosynthesis dataset with 1.9M reactions from patents (1976-2016). Predict the reactants needed to synthesize the given product. (1) Given the product [Cl:18][C:15]1[CH:16]=[CH:17][C:12]([NH:11][S:8]([C:5]2[CH:6]=[CH:7][C:2]([N:85]3[CH2:84][C@H:83]([CH3:82])[O:88][C@H:87]([CH3:89])[CH2:86]3)=[CH:3][CH:4]=2)(=[O:10])=[O:9])=[C:13]([C:19]([C:21]2[CH:26]=[CH:25][N:24]=[CH:23][CH:22]=2)=[O:20])[CH:14]=1, predict the reactants needed to synthesize it. The reactants are: Br[C:2]1[CH:7]=[CH:6][C:5]([S:8]([NH:11][C:12]2[CH:17]=[CH:16][C:15]([Cl:18])=[CH:14][C:13]=2[C:19]([C:21]2[CH:26]=[CH:25][N:24]=[CH:23][CH:22]=2)=[O:20])(=[O:10])=[O:9])=[CH:4][CH:3]=1.O.[O-]P([O-])([O-])=O.[K+].[K+].[K+].C1(P(C2C=CC=CC=2)C2C=CC3C(=CC=CC=3)C=2C2C3C(=CC=CC=3)C=CC=2P(C2C=CC=CC=2)C2C=CC=CC=2)C=CC=CC=1.[CH3:82][C@H:83]1[O:88][C@@H:87]([CH3:89])[CH2:86][NH:85][CH2:84]1. (2) Given the product [CH2:1]([O:8][C:9]1[CH:16]=[CH:15][C:12]([CH:13]([OH:14])[CH2:32][CH3:33])=[C:11]([O:17][C:18]2[C:27]3[C:22](=[CH:23][C:24]([O:30][CH3:31])=[C:25]([O:28][CH3:29])[CH:26]=3)[N:21]=[CH:20][CH:19]=2)[CH:10]=1)[C:2]1[CH:3]=[CH:4][CH:5]=[CH:6][CH:7]=1, predict the reactants needed to synthesize it. The reactants are: [CH2:1]([O:8][C:9]1[CH:16]=[CH:15][C:12]([CH:13]=[O:14])=[C:11]([O:17][C:18]2[C:27]3[C:22](=[CH:23][C:24]([O:30][CH3:31])=[C:25]([O:28][CH3:29])[CH:26]=3)[N:21]=[CH:20][CH:19]=2)[CH:10]=1)[C:2]1[CH:7]=[CH:6][CH:5]=[CH:4][CH:3]=1.[CH2:32]([Mg]Br)[CH3:33].O.